From a dataset of Peptide-MHC class II binding affinity with 134,281 pairs from IEDB. Regression. Given a peptide amino acid sequence and an MHC pseudo amino acid sequence, predict their binding affinity value. This is MHC class II binding data. (1) The peptide sequence is EYIEAAKWLLPPPKV. The MHC is DRB1_1602 with pseudo-sequence DRB1_1602. The binding affinity (normalized) is 0.262. (2) The peptide sequence is TARRHLAEGKVDTGV. The MHC is HLA-DQA10201-DQB10402 with pseudo-sequence HLA-DQA10201-DQB10402. The binding affinity (normalized) is 0. (3) The peptide sequence is KSVPLEMLLINLTTI. The MHC is DRB1_1501 with pseudo-sequence DRB1_1501. The binding affinity (normalized) is 0.600.